From a dataset of Drug-target binding data from BindingDB using IC50 measurements. Regression. Given a target protein amino acid sequence and a drug SMILES string, predict the binding affinity score between them. We predict pIC50 (pIC50 = -log10(IC50 in M); higher means more potent). Dataset: bindingdb_ic50. (1) The small molecule is FC(F)(F)c1cccc(-c2nc(NC3CCC3)nc(NC3CCC3)n2)n1. The target protein sequence is MSKKISGGSVVEMQGDEMTRIIWELIKEKLIFPYVELDLHSYDLGIENRDATNDQVTKDAAEAIKKHNVGVKCATITPDEKRVEEFKLKQMWKSPNGTIRNILGGTVFREAIICKNIPRLVSGWVKPIIIGHHAYGDQYRATDFVVPGPGKVEITYTPSDGTQKVTYLVHNFEEGGGVAMGMYNQDKSIEDFAHSSFQMALSKGWPLYLSTKNTILKKYDGRFKDIFQEIYDKQYKSQFEAQKIWYEHRLIDDMVAQAMKSEGGFIWACKNYDGDVQSDSVAQGYGSLGMMTSVLVCPDGKTVEAEAAHGTVTRHYRMYQKGQETSTNPIASIFAWTRGLAHRAKLDNNKELAFFANALEEVSIETIEAGFMTKDLAACIKGLPNVQRSDYLNTFEFMDKLGENLKIKLAQAKL. The pIC50 is 7.1. (2) The pIC50 is 6.8. The drug is Cc1cc(NC(=O)c2cccc(C(F)(F)F)c2)ccc1NC(=O)c1cc2cnc3[nH]ccc3c2s1. The target protein sequence is MLEICLKLVGCKSKKGLSSSSSCYLEEALQRPVASDFEPQGLSEAARWNSKENLLAGPSENDPNLFVALYDFVASGDNTLSITKGEKLRVLGYNHNGEWCEAQTKNGQGWVPSNYITPVNSLEKHSWYHGPVSRNAAEYLLSSGINGSFLVRESESSPGQRSISLRYEGRVYHYRINTASDGKLYVSSESRFNTLAELVHHHSTVADGLITTLHYPAPKRNKPTVYGVSPNYDKWEMERTDITMKHKLGGGQYGEVYEGVWKKYSLTVAVKTLKEDTMEVEEFLKEAAVMKEIKHPNLVQLLGVCTREPPFYIITEFMTYGNLLDYLRECNRQEVNAVVLLYMATQISSAMEYLEKKNFIHRDLAARNCLVGENHLVKVADFGLSRLMTGDTYTAHAGAKFPIKWTAPESLAYNKFSIKSDVWAFGVLLWEIATYGMSPYPGIDLSQVYELLEKDYRMERPEGCPEKVYELMRACWQWNPSDRPSFAEIHQAFETMFQES.... (3) The drug is Cc1c(C(=O)NCCCN2CCCC2)nn(-c2ccc(Cl)cc2Cl)c1-c1ccc(Cl)cc1. The target protein sequence is FRGSPFQEKMTAGDNSQLVPVVDTTNITEFYNKSLSSYKENEENIQCGENFMDMECFMILNPSQQLAIAVLSLTLGTFTVLENLLVLCVILHSRSLRCRPSYHFIGSLAVADLLGSVIFVYSFVDFHVFHRKDSPNVFLFKLGGVTASFTASVGSLFLTAIDRYISIHRPLAYKRIVTRPKAVVAFCLMWTIAIVIAVLPLLGWNCKKLQSVCSDIFPLIDETYLMFWIGVTSVLLLFIVYAYMYILWKAHSHAVRMIQRGTQKSIIIHTSEDGKVQVTRPDQARMDIRLAKTLVLILVVLIICWGPLLAIMVYDVFGKMNKLIKTVFAFC. The pIC50 is 6.2.